Dataset: Catalyst prediction with 721,799 reactions and 888 catalyst types from USPTO. Task: Predict which catalyst facilitates the given reaction. (1) Reactant: [F:1][C:2]1[CH:37]=[CH:36][C:5]([C:6]([N:8]2[CH2:12][C@H:11]([CH2:13][CH2:14][CH2:15][B:16]3[O:20]C(C)(C)C(C)(C)[O:17]3)[C@:10]([NH:29]C(=O)C(F)(F)F)([C:25]([O:27]C)=[O:26])[CH2:9]2)=[O:7])=[CH:4][CH:3]=1.O.[OH-].[Li+].[ClH:41]. Product: [ClH:41].[NH2:29][C:10]1([C:25]([OH:27])=[O:26])[CH:11]([CH2:13][CH2:14][CH2:15][B:16]([OH:20])[OH:17])[CH2:12][N:8]([C:6](=[O:7])[C:5]2[CH:36]=[CH:37][C:2]([F:1])=[CH:3][CH:4]=2)[CH2:9]1. The catalyst class is: 20. (2) Reactant: C(OC(=O)[C:5]([C:17]([O:19][CH2:20][CH3:21])=[O:18])=[CH:6][NH:7][C:8]1[S:9][CH:10]=[C:11]([CH3:16])[C:12]=1[C:13]([OH:15])=O)C. Product: [OH:15][C:13]1[C:5]([C:17]([O:19][CH2:20][CH3:21])=[O:18])=[CH:6][N:7]=[C:8]2[S:9][CH:10]=[C:11]([CH3:16])[C:12]=12. The catalyst class is: 400. (3) Reactant: Cl[CH:2]([CH2:6][C:7]1[CH:12]=[CH:11][C:10]([CH2:13][CH2:14][O:15][C:16]2[CH:21]=[CH:20][C:19]([O:22][S:23]([CH3:26])(=[O:25])=[O:24])=[CH:18][CH:17]=2)=[CH:9][CH:8]=1)[C:3]([O-:5])=[O:4].[NH4+].[C:28](OCCC1C=CC(O)=CC=1)(=[S:35])C1C=CC=CC=1.C[O-:47].[Na+].Cl.[C:50]([NH2:54])([CH3:53])([CH3:52])[CH3:51].C(O[CH2:59][CH:60]([CH3:62])C)(=O)C. Product: [OH:47][C:60]1[CH:59]=[CH:52][C:50]([CH2:53][CH2:28][S:35][CH:2]([CH2:6][C:7]2[CH:12]=[CH:11][C:10]([CH2:13][CH2:14][O:15][C:16]3[CH:21]=[CH:20][C:19]([O:22][S:23]([CH3:26])(=[O:25])=[O:24])=[CH:18][CH:17]=3)=[CH:9][CH:8]=2)[C:3]([O-:5])=[O:4])=[CH:51][CH:62]=1.[C:50]([NH3+:54])([CH3:53])([CH3:52])[CH3:51]. The catalyst class is: 359. (4) Reactant: [C:1]([O:5][C:6]([N:8]([CH2:26][C:27]([O:29][C:30]([CH3:33])([CH3:32])[CH3:31])=[O:28])[C:9]1[CH:14]=[CH:13][CH:12]=[C:11]([CH2:15][NH:16][S:17]([C:20]2[CH:21]=[N:22][CH:23]=[CH:24][CH:25]=2)(=[O:19])=[O:18])[N:10]=1)=[O:7])([CH3:4])([CH3:3])[CH3:2].[CH3:34][NH:35][C:36]1[CH:43]=[CH:42][C:39]([CH2:40]O)=[CH:38][CH:37]=1.C(P(CCCC)CCCC)CCC.CN(C)C(N=NC(N(C)C)=O)=O. The catalyst class is: 132. Product: [C:30]([O:29][C:27](=[O:28])[CH2:26][N:8]([C:6]([O:5][C:1]([CH3:4])([CH3:3])[CH3:2])=[O:7])[C:9]1[CH:14]=[CH:13][CH:12]=[C:11]([CH:15]([CH2:40][C:39]2[CH:42]=[CH:43][C:36]([NH:35][CH3:34])=[CH:37][CH:38]=2)[NH:16][S:17]([C:20]2[CH:21]=[N:22][CH:23]=[CH:24][CH:25]=2)(=[O:19])=[O:18])[N:10]=1)([CH3:33])([CH3:32])[CH3:31]. (5) Reactant: [CH2:1]([NH:3][C:4]([NH:6][C:7]1[S:8][C:9]2[C:15]([C:16]#[C:17][Si](C)(C)C)=[CH:14][C:13]([C:22]3[CH:23]=[N:24][C:25]([N:28]4[CH2:33][CH2:32][C:31]([CH3:39])([C:34]([O:36][CH2:37][CH3:38])=[O:35])[CH2:30][CH2:29]4)=[N:26][CH:27]=3)=[CH:12][C:10]=2[N:11]=1)=[O:5])[CH3:2].[OH-].[K+]. Product: [CH2:1]([NH:3][C:4]([NH:6][C:7]1[S:8][C:9]2[C:15]([C:16]#[CH:17])=[CH:14][C:13]([C:22]3[CH:27]=[N:26][C:25]([N:28]4[CH2:29][CH2:30][C:31]([CH3:39])([C:34]([O:36][CH2:37][CH3:38])=[O:35])[CH2:32][CH2:33]4)=[N:24][CH:23]=3)=[CH:12][C:10]=2[N:11]=1)=[O:5])[CH3:2]. The catalyst class is: 14. (6) Reactant: [C:1]1([C:11](Cl)=[O:12])[C:10]2[C:5](=[CH:6][CH:7]=[CH:8][CH:9]=2)[CH:4]=[CH:3][CH:2]=1.[N:14]1([C:20]([O:22][C:23]([CH3:26])([CH3:25])[CH3:24])=[O:21])[CH2:19][CH2:18][NH:17][CH2:16][CH2:15]1.C(N(C(C)C)CC)(C)C. Product: [C:1]1([C:11]([N:17]2[CH2:16][CH2:15][N:14]([C:20]([O:22][C:23]([CH3:26])([CH3:25])[CH3:24])=[O:21])[CH2:19][CH2:18]2)=[O:12])[C:10]2[C:5](=[CH:6][CH:7]=[CH:8][CH:9]=2)[CH:4]=[CH:3][CH:2]=1. The catalyst class is: 4. (7) Reactant: Br[CH2:2][C:3]([C@H:5]1[C@@H:9]2[C@@H:10]3[C@@:23]([CH3:26])([CH2:24][CH2:25][C@@:8]2([C:44]([O:46][Si](C(C)(C)C)(C)C)=[O:45])[CH2:7][CH2:6]1)[C@@:22]1([CH3:27])[C@@H:13]([C@:14]2([CH3:43])[C@@H:19]([CH2:20][CH2:21]1)[C:18]([CH3:29])([CH3:28])[C:17]([C:30]1[CH:35]=[CH:34][C:33]([C:36]([O:38][C:39]([CH3:42])([CH3:41])[CH3:40])=[O:37])=[CH:32][CH:31]=1)=[CH:16][CH2:15]2)[CH2:12][CH2:11]3)=[CH2:4].[CH3:54][N:55]([CH3:59])[CH2:56][CH2:57][NH2:58]. Product: [C:39]([O:38][C:36]([C:33]1[CH:34]=[CH:35][C:30]([C:17]2[C:18]([CH3:28])([CH3:29])[C@H:19]3[C@:14]([CH3:43])([CH2:15][CH:16]=2)[C@@H:13]2[C@:22]([CH3:27])([C@@:23]4([CH3:26])[C@H:10]([CH2:11][CH2:12]2)[C@H:9]2[C@H:5]([C:3]([CH2:2][NH:58][CH2:57][CH2:56][N:55]([CH3:59])[CH3:54])=[CH2:4])[CH2:6][CH2:7][C@:8]2([C:44]([OH:46])=[O:45])[CH2:25][CH2:24]4)[CH2:21][CH2:20]3)=[CH:31][CH:32]=1)=[O:37])([CH3:42])([CH3:41])[CH3:40]. The catalyst class is: 26. (8) Reactant: [Cl:1][C:2]1[CH:3]=[C:4]2[C:8](=[CH:9][CH:10]=1)[NH:7][C:6](=[O:11])[CH2:5]2.[CH2:12]=[O:13].C1(C)C=CC=CC=1. Product: [Cl:1][C:2]1[CH:3]=[C:4]2[C:8](=[CH:9][CH:10]=1)[N:7]([CH2:12][OH:13])[C:6](=[O:11])[CH2:5]2. The catalyst class is: 28. (9) Reactant: [Cl:1][C:2]1[CH:21]=[C:20]([C:22]2[CH:23]=[N:24][CH:25]=[CH:26][CH:27]=2)[CH:19]=[CH:18][C:3]=1[CH2:4][C:5]1([CH3:17])[CH2:9][CH2:8][N:7]([CH:10]2[CH2:15][CH2:14][CH2:13][CH2:12][CH2:11]2)[C:6]1=[O:16].[Cl-].[NH4+]. Product: [Cl-:1].[NH4+:7].[Cl:1][C:2]1[CH:21]=[C:20]([C:22]2[CH:23]=[N:24][CH:25]=[CH:26][CH:27]=2)[CH:19]=[CH:18][C:3]=1[CH2:4][C:5]1([CH3:17])[CH2:9][CH2:8][N:7]([CH:10]2[CH2:15][CH2:14][CH2:13][CH2:12][CH2:11]2)[C:6]1=[O:16]. The catalyst class is: 5. (10) Reactant: [CH2:1]([N:8]1[CH:12]=[CH:11][CH:10]=[C:9]1[C:13]1[N:18]=[C:17](Cl)[N:16]=[C:15](Cl)[N:14]=1)[C:2]1[CH:7]=[CH:6][CH:5]=[CH:4][CH:3]=1.[NH2:21][C:22]1[CH:23]=[CH:24][C:25]2[C:26](=[O:35])[C:27]3[C:32]([C:33]=2[CH:34]=1)=[CH:31][CH:30]=[CH:29][CH:28]=3.[C:36](=[O:39])([O-])[O-].[K+].[K+]. Product: [CH2:1]([N:8]1[CH:12]=[CH:11][CH:10]=[C:9]1[C:13]1[N:18]=[C:17]([NH:21][C:22]2[CH:23]=[CH:24][C:25]3[C:26](=[O:35])[C:27]4[C:32]([C:33]=3[CH:34]=2)=[CH:31][CH:30]=[CH:29][CH:28]=4)[N:16]=[C:15]([NH:21][C:22]2[CH:23]=[CH:24][C:25]3[C:36](=[O:39])[C:31]4[C:32]([C:33]=3[CH:34]=2)=[CH:27][CH:28]=[CH:29][CH:30]=4)[N:14]=1)[C:2]1[CH:7]=[CH:6][CH:5]=[CH:4][CH:3]=1. The catalyst class is: 12.